From a dataset of Reaction yield outcomes from USPTO patents with 853,638 reactions. Predict the reaction yield, written as a fraction of the theoretical maximum amount of product (1.0 means a 100% yield; for example, 0.34 means a 34% yield). (1) The reactants are [CH3:1][O:2][C:3]1[CH:8]=[CH:7][C:6]([C:9]2([C:12]([OH:14])=[O:13])[CH2:11][CH2:10]2)=[CH:5][CH:4]=1.O.[C:16]1(C)C=CC(S(O)(=O)=O)=CC=1. The catalyst is CO. The product is [CH3:16][O:13][C:12]([C:9]1([C:6]2[CH:5]=[CH:4][C:3]([O:2][CH3:1])=[CH:8][CH:7]=2)[CH2:10][CH2:11]1)=[O:14]. The yield is 0.990. (2) The reactants are [CH3:1][Si:2]([N-:5][Si:6]([CH3:9])([CH3:8])[CH3:7])([CH3:4])[CH3:3].[Li+].Cl[C@@H:12]([B:17]1[O:21][C@@H:20]2[CH2:22][C@@H:23]3[CH2:26][C@H:25]([C@:19]2([CH3:29])[O:18]1)[C:24]3([CH3:28])[CH3:27])[CH2:13][CH:14]([CH3:16])[CH3:15]. The catalyst is O1CCCC1. The product is [CH3:1][Si:2]([CH3:4])([CH3:3])[N:5]([C@H:12]([B:17]1[O:21][C@@H:20]2[CH2:22][C@@H:23]3[CH2:26][C@H:25]([C@:19]2([CH3:29])[O:18]1)[C:24]3([CH3:27])[CH3:28])[CH2:13][CH:14]([CH3:16])[CH3:15])[Si:6]([CH3:9])([CH3:8])[CH3:7]. The yield is 1.00. (3) The reactants are C([NH:8][C:9]1[N:10]=[CH:11][CH:12]=[C:13]2[CH:17]=[C:16]([CH3:18])[N:15]([CH2:19][CH2:20][CH3:21])[C:14]=12)C1C=CC=CC=1.C([O-])=O.[NH4+]. The catalyst is CO.[C].[Pd]. The product is [CH3:18][C:16]1[N:15]([CH2:19][CH2:20][CH3:21])[C:14]2=[C:9]([NH2:8])[N:10]=[CH:11][CH:12]=[C:13]2[CH:17]=1. The yield is 0.500. (4) The reactants are [C:1]([O:5][C:6]([NH:8][C:9]1[C:14]([C:15]([OH:17])=[O:16])=[CH:13][C:12]([F:18])=[N:11][CH:10]=1)=[O:7])([CH3:4])([CH3:3])[CH3:2].[CH3:19][Si](C=[N+]=[N-])(C)C. The catalyst is CO.C(Cl)(Cl)Cl. The product is [C:1]([O:5][C:6]([NH:8][C:9]1[C:14]([C:15]([O:17][CH3:19])=[O:16])=[CH:13][C:12]([F:18])=[N:11][CH:10]=1)=[O:7])([CH3:4])([CH3:2])[CH3:3]. The yield is 0.730. (5) The reactants are [Br:1][C:2]1[C:7]([NH:8][S:9]([C:12]2[CH:17]=[CH:16][C:15]([Cl:18])=[C:14]([C:19]([F:22])([F:21])[F:20])[CH:13]=2)(=[O:11])=[O:10])=[CH:6][C:5]([CH3:23])=[CH:4][N:3]=1.[CH3:24][O:25][CH2:26]Cl.C([O-])([O-])=O.[K+].[K+]. The product is [Br:1][C:2]1[C:7]([N:8]([CH2:24][O:25][CH3:26])[S:9]([C:12]2[CH:17]=[CH:16][C:15]([Cl:18])=[C:14]([C:19]([F:22])([F:21])[F:20])[CH:13]=2)(=[O:10])=[O:11])=[CH:6][C:5]([CH3:23])=[CH:4][N:3]=1. The yield is 0.840. The catalyst is C1COCC1. (6) The reactants are ClC(OC1C=CC([N+]([O-])=O)=CC=1)=O.[CH3:14][C:15]1[CH:20]=C(NC)[CH:18]=[CH:17][C:16]=1/[CH:23]=[CH:24]/[S:25]([N:28]1[CH2:49][CH2:48][C:31]2([N:35]=[C:34]([C:36]3[CH:41]=[CH:40][CH:39]=[C:38]([O:42][C:43]([F:46])([F:45])[F:44])[CH:37]=3)[NH:33][C:32]2=[O:47])[CH2:30][CH2:29]1)(=[O:27])=[O:26].[CH3:50][N:51]([CH3:55])[CH2:52][CH2:53][NH2:54].C[C:57]([N:59]([CH3:61])[CH3:60])=[O:58]. The catalyst is C1COCC1. The product is [CH3:50][N:51]([CH3:55])[CH2:52][CH2:53][NH:54][C:57](=[O:58])[N:59]([CH3:61])[C:60]1[CH:18]=[CH:17][C:16](/[CH:23]=[CH:24]/[S:25]([N:28]2[CH2:29][CH2:30][C:31]3([N:35]=[C:34]([C:36]4[CH:41]=[CH:40][CH:39]=[C:38]([O:42][C:43]([F:45])([F:44])[F:46])[CH:37]=4)[NH:33][C:32]3=[O:47])[CH2:48][CH2:49]2)(=[O:26])=[O:27])=[C:15]([CH3:20])[CH:14]=1. The yield is 0.660. (7) The reactants are [CH:1]([C:4]1[CH:9]=[C:8]([N+:10]([O-:12])=[O:11])[CH:7]=[CH:6][C:5]=1[NH:13]C(=O)C)([CH3:3])[CH3:2].Cl. The catalyst is C(O)C. The product is [CH:1]([C:4]1[CH:9]=[C:8]([N+:10]([O-:12])=[O:11])[CH:7]=[CH:6][C:5]=1[NH2:13])([CH3:3])[CH3:2]. The yield is 0.850. (8) No catalyst specified. The reactants are NC([C:6]1[CH:11]=[CH:10][CH:9]=[CH:8][N:7]=1)=CC#N.[NH2:12][C:13]1[CH:18]=[C:17](C2OC=CC=2)[N:16]=[C:15]([SH:24])[N:14]=1. The yield is 0.760. The product is [NH2:12][C:13]1[CH:18]=[C:17]([C:10]2[CH:11]=[CH:6][N:7]=[CH:8][CH:9]=2)[N:16]=[C:15]([SH:24])[N:14]=1. (9) The reactants are C1(OC([N:10]2[C:18]3[C:13](=[CH:14][CH:15]=[C:16]([NH:19][C:20]([NH:22][C:23]4[CH:28]=[CH:27][C:26]([O:29][C:30]5[CH:35]=[CH:34][N:33]=[C:32]([NH:36][CH2:37][CH2:38][CH2:39][OH:40])[N:31]=5)=[CH:25][CH:24]=4)=[O:21])[CH:17]=3)[C:12]([CH3:42])([CH3:41])[CH2:11]2)=O)C=CC=CC=1. The catalyst is [Pd].C1COCC1. The product is [CH3:41][C:12]1([CH3:42])[C:13]2[C:18](=[CH:17][C:16]([NH:19][C:20]([NH:22][C:23]3[CH:24]=[CH:25][C:26]([O:29][C:30]4[CH:35]=[CH:34][N:33]=[C:32]([NH:36][CH2:37][CH2:38][CH2:39][OH:40])[N:31]=4)=[CH:27][CH:28]=3)=[O:21])=[CH:15][CH:14]=2)[NH:10][CH2:11]1. The yield is 0.360.